From a dataset of Catalyst prediction with 721,799 reactions and 888 catalyst types from USPTO. Predict which catalyst facilitates the given reaction. (1) Reactant: [CH:1]([N:4]1[CH:8]=[C:7]([C:9]2[C:10]([NH2:25])=[N:11][CH:12]=[C:13]([C:15]3[CH:16]=[C:17]4[C:21](=[CH:22][CH:23]=3)[N:20]([CH3:24])[CH:19]=[CH:18]4)[N:14]=2)[N:6]=[N:5]1)([CH3:3])[CH3:2].C([SiH](CC)CC)C.C([O-])(O)=O.[Na+]. Product: [CH:1]([N:4]1[CH:8]=[C:7]([C:9]2[C:10]([NH2:25])=[N:11][CH:12]=[C:13]([C:15]3[CH:16]=[C:17]4[C:21](=[CH:22][CH:23]=3)[N:20]([CH3:24])[CH2:19][CH2:18]4)[N:14]=2)[N:6]=[N:5]1)([CH3:3])[CH3:2]. The catalyst class is: 67. (2) Reactant: [CH3:1][C:2]([C:7]1[CH:27]=[CH:26][C:10]([C:11]([NH:13][CH2:14][CH2:15][C:16]2[CH:21]=[CH:20][CH:19]=[C:18]([C:22]([F:25])([F:24])[F:23])[CH:17]=2)=O)=[CH:9][CH:8]=1)([CH3:6])[CH2:3][CH2:4][CH3:5].Cl.[OH-].[Na+]. Product: [CH3:6][C:2]([C:7]1[CH:27]=[CH:26][C:10]([CH2:11][NH:13][CH2:14][CH2:15][C:16]2[CH:21]=[CH:20][CH:19]=[C:18]([C:22]([F:24])([F:25])[F:23])[CH:17]=2)=[CH:9][CH:8]=1)([CH3:1])[CH2:3][CH2:4][CH3:5]. The catalyst class is: 1. (3) Reactant: [CH2:1]([N:8]1[C:16]2[C:11](=[CH:12][CH:13]=[C:14]([OH:17])[CH:15]=2)[C:10]([C:18]([NH:20][CH2:21][C:22]2[CH:27]=[CH:26][C:25]([F:28])=[C:24]([F:29])[CH:23]=2)=[O:19])=[C:9]1[CH:30]([CH3:32])[CH3:31])[C:2]1[CH:7]=[CH:6][CH:5]=[CH:4][CH:3]=1.C([O-])([O-])=O.[K+].[K+].I[CH:40]([CH3:42])[CH3:41]. Product: [CH2:1]([N:8]1[C:16]2[C:11](=[CH:12][CH:13]=[C:14]([O:17][CH:40]([CH3:42])[CH3:41])[CH:15]=2)[C:10]([C:18]([NH:20][CH2:21][C:22]2[CH:27]=[CH:26][C:25]([F:28])=[C:24]([F:29])[CH:23]=2)=[O:19])=[C:9]1[CH:30]([CH3:32])[CH3:31])[C:2]1[CH:7]=[CH:6][CH:5]=[CH:4][CH:3]=1. The catalyst class is: 3. (4) Reactant: [Cl:1][C:2]1[CH:7]=[C:6]([C:8]([N:16]=[C:17]=[O:18])([CH3:15])[CH:9]([CH:12]([CH3:14])[CH3:13])[CH:10]=[CH2:11])[CH:5]=[CH:4][C:3]=1[CH2:19][CH2:20][C:21]([CH3:24])([CH3:23])[CH3:22].Cl.[CH2:26]([O:28][C:29](=[O:33])[CH2:30][CH2:31][NH2:32])[CH3:27].C(N(CC)CC)C. Product: [CH2:26]([O:28][C:29](=[O:33])[CH2:30][CH2:31][NH:32][C:17]([NH:16][C:8]([C:6]1[CH:5]=[CH:4][C:3]([CH2:19][CH2:20][C:21]([CH3:22])([CH3:23])[CH3:24])=[C:2]([Cl:1])[CH:7]=1)([CH3:15])[CH:9]([CH:12]([CH3:14])[CH3:13])[CH:10]=[CH2:11])=[O:18])[CH3:27]. The catalyst class is: 12.